From a dataset of HIV replication inhibition screening data with 41,000+ compounds from the AIDS Antiviral Screen. Binary Classification. Given a drug SMILES string, predict its activity (active/inactive) in a high-throughput screening assay against a specified biological target. (1) The molecule is O=C(Nc1ccccc1[N+](=O)[O-])C(=NNc1cccc(Cl)c1)c1c(O)c2ccccc2oc1=O. The result is 0 (inactive). (2) The compound is O=C(c1ccco1)N(C(=O)N1CCCCC1)c1ccccc1. The result is 0 (inactive). (3) The drug is CC(C(=O)OCc1ccccc1)(c1ccco1)N1C(=O)OC(c2ccccc2)C1c1ccccc1. The result is 0 (inactive). (4) The molecule is COc1ccc2[nH]c3c4ccccc4[s+]cc3c2c1.[O-][Cl+3]([O-])([O-])O. The result is 0 (inactive). (5) The drug is COc1ccc(C=Cc2cc(OC)c(OC)c(OC)c2)cc1OCC(=O)O.[NaH]. The result is 0 (inactive). (6) The compound is O=c1oc2cc(O)ccc2c(O)c1C(c1ccc2ccccc2c1)c1c(O)c2ccc(O)cc2oc1=O. The result is 0 (inactive). (7) The drug is COC(=O)C(C#N)C1NC(=O)c2ccccc21. The result is 0 (inactive). (8) The molecule is C[Si](C)(C)C#C[I+]c1ccccc1.O=S(O)(=[OH+])C(F)(F)F. The result is 0 (inactive).